From a dataset of TCR-epitope binding with 47,182 pairs between 192 epitopes and 23,139 TCRs. Binary Classification. Given a T-cell receptor sequence (or CDR3 region) and an epitope sequence, predict whether binding occurs between them. (1) The epitope is RPRGEVRFL. The TCR CDR3 sequence is CASTGQGGLNEQFF. Result: 0 (the TCR does not bind to the epitope). (2) The epitope is FVDGVPFVV. The TCR CDR3 sequence is CASGLLTGTHEQYF. Result: 1 (the TCR binds to the epitope). (3) The epitope is CLGGLLTMV. The TCR CDR3 sequence is CASSQEMYTGELFF. Result: 0 (the TCR does not bind to the epitope). (4) The TCR CDR3 sequence is CASSYGTSQYEQYF. Result: 1 (the TCR binds to the epitope). The epitope is FLNGSCGSV. (5) The epitope is AYAQKIFKI. The TCR CDR3 sequence is CASSFWPGRNLLWGYTF. Result: 1 (the TCR binds to the epitope). (6) The epitope is FLNRFTTTL. The TCR CDR3 sequence is CASSLVVWGRTDTQYF. Result: 1 (the TCR binds to the epitope). (7) The epitope is FLYNLLTRV. The TCR CDR3 sequence is CASSYGQAYQPQHF. Result: 0 (the TCR does not bind to the epitope). (8) The epitope is LEPLVDLPI. The TCR CDR3 sequence is CASSLATSTEAFF. Result: 1 (the TCR binds to the epitope). (9) The epitope is GMFNMLSTVLGVS. The TCR CDR3 sequence is CASSREGTVNHGGYTF. Result: 0 (the TCR does not bind to the epitope).